This data is from Catalyst prediction with 721,799 reactions and 888 catalyst types from USPTO. The task is: Predict which catalyst facilitates the given reaction. (1) Reactant: [N:1]1([C:6]2[CH:11]=[CH:10][C:9]([CH:12](O)[CH3:13])=[CH:8][CH:7]=2)[CH:5]=[CH:4][N:3]=[CH:2]1.S(Cl)([Cl:17])=O. Product: [Cl:17][CH:12]([C:9]1[CH:10]=[CH:11][C:6]([N:1]2[CH:5]=[CH:4][N:3]=[CH:2]2)=[CH:7][CH:8]=1)[CH3:13]. The catalyst class is: 4. (2) Reactant: [Br:1][C:2]1[CH:10]=[CH:9][C:8]([F:11])=[CH:7][C:3]=1[C:4]([NH2:6])=[O:5].CO[CH:14](OC)[N:15]([CH3:17])[CH3:16]. Product: [Br:1][C:2]1[CH:10]=[CH:9][C:8]([F:11])=[CH:7][C:3]=1[C:4]([N:6]=[CH:14][N:15]([CH3:17])[CH3:16])=[O:5]. The catalyst class is: 5. (3) Reactant: [NH:1]1[C:9]2[C:4](=[CH:5][CH:6]=[CH:7][CH:8]=2)[C:3]([C:10](=[O:14])[C:11](Cl)=[O:12])=[CH:2]1.[CH2:15]([NH2:23])[CH2:16][C:17]1[CH:22]=[CH:21][CH:20]=[CH:19][CH:18]=1. Product: [NH:1]1[C:9]2[C:4](=[CH:5][CH:6]=[CH:7][CH:8]=2)[C:3]([C:10](=[O:14])[C:11]([NH:23][CH2:15][CH2:16][C:17]2[CH:22]=[CH:21][CH:20]=[CH:19][CH:18]=2)=[O:12])=[CH:2]1. The catalyst class is: 23. (4) Reactant: [CH3:1][O:2][C:3]1[CH:4]=[C:5]([CH:9]=[CH:10][C:11]=1[CH3:12])[C:6]([OH:8])=O.S(Cl)(Cl)=O.[NH2:17][C:18]1[CH:23]=[CH:22][CH:21]=[CH:20][C:19]=1[OH:24].C(N(C(C)C)CC)(C)C. Product: [OH:24][C:19]1[CH:20]=[CH:21][CH:22]=[CH:23][C:18]=1[NH:17][C:6](=[O:8])[C:5]1[CH:9]=[CH:10][C:11]([CH3:12])=[C:3]([O:2][CH3:1])[CH:4]=1. The catalyst class is: 1. (5) Reactant: C(OP([CH2:9][C:10]([O:12][CH2:13][CH3:14])=[O:11])(OCC)=O)C.[H-].[Na+].[CH:17]1([C:20]([C:22]2[CH:27]=[CH:26][N:25]=[C:24]([O:28][CH2:29][CH:30]3[CH2:35][CH2:34][N:33]([C:36]([O:38][C:39]([CH3:42])([CH3:41])[CH3:40])=[O:37])[CH2:32][CH2:31]3)[CH:23]=2)=O)[CH2:19][CH2:18]1.[Cl-].[NH4+]. Product: [CH:17]1(/[C:20](/[C:22]2[CH:27]=[CH:26][N:25]=[C:24]([O:28][CH2:29][CH:30]3[CH2:35][CH2:34][N:33]([C:36]([O:38][C:39]([CH3:42])([CH3:41])[CH3:40])=[O:37])[CH2:32][CH2:31]3)[CH:23]=2)=[CH:9]\[C:10]([O:12][CH2:13][CH3:14])=[O:11])[CH2:19][CH2:18]1. The catalyst class is: 1. (6) Reactant: C(OC(=O)[NH:7][CH2:8][C:9]([NH:11][C@H:12]1[CH2:17][CH2:16][C@@H:15]([NH:18][C@H:19]([CH2:40][C:41]2[CH:46]=[CH:45][C:44]([Cl:47])=[CH:43][CH:42]=2)[C:20]([N:22]2[CH2:27][CH2:26][C:25]([CH:34]3[CH2:39][CH2:38][CH2:37][CH2:36][CH2:35]3)([CH2:28][N:29]3[CH:33]=[N:32][CH:31]=[N:30]3)[CH2:24][CH2:23]2)=[O:21])[CH2:14][CH2:13]1)=[O:10])(C)(C)C.Cl.CO. Product: [Cl:47][C:44]1[CH:45]=[CH:46][C:41]([CH2:40][C@@H:19]([NH:18][C@@H:15]2[CH2:14][CH2:13][C@H:12]([NH:11][C:9](=[O:10])[CH2:8][NH2:7])[CH2:17][CH2:16]2)[C:20]([N:22]2[CH2:23][CH2:24][C:25]([CH:34]3[CH2:35][CH2:36][CH2:37][CH2:38][CH2:39]3)([CH2:28][N:29]3[CH:33]=[N:32][CH:31]=[N:30]3)[CH2:26][CH2:27]2)=[O:21])=[CH:42][CH:43]=1. The catalyst class is: 12. (7) Reactant: [N+:1]([C:4]1[CH:9]=[CH:8][C:7]([N:10]2[CH2:14][CH2:13][CH2:12][CH2:11]2)=[CH:6][N:5]=1)([O-])=O. Product: [N:10]1([C:7]2[CH:8]=[CH:9][C:4]([NH2:1])=[N:5][CH:6]=2)[CH2:14][CH2:13][CH2:12][CH2:11]1. The catalyst class is: 45. (8) Reactant: [CH2:1]([C:8]1[N:13]=[N:12][C:11]([N:14]2[CH2:19][CH2:18][N:17]([C:20]3[CH:25]=[N:24][C:23]([C:26](=[O:29])[CH2:27][OH:28])=[CH:22][N:21]=3)[C@H:16]([CH3:30])[CH2:15]2)=[C:10]([CH3:31])[C:9]=1[CH3:32])[C:2]1[CH:7]=[CH:6][CH:5]=[CH:4][CH:3]=1.[BH4-].[Na+].Cl. Product: [CH2:1]([C:8]1[N:13]=[N:12][C:11]([N:14]2[CH2:19][CH2:18][N:17]([C:20]3[CH:25]=[N:24][C:23]([CH:26]([OH:29])[CH2:27][OH:28])=[CH:22][N:21]=3)[C@H:16]([CH3:30])[CH2:15]2)=[C:10]([CH3:31])[C:9]=1[CH3:32])[C:2]1[CH:7]=[CH:6][CH:5]=[CH:4][CH:3]=1. The catalyst class is: 14.